Dataset: Full USPTO retrosynthesis dataset with 1.9M reactions from patents (1976-2016). Task: Predict the reactants needed to synthesize the given product. (1) Given the product [CH:1]1[C:2]([CH2:10][C@@H:11]([NH2:28])[CH2:12][C:13]([N:15]2[CH2:27][C:19]3=[N:20][N:21]=[C:22]([C:23]([F:26])([F:25])[F:24])[N:18]3[CH2:17][CH2:16]2)=[O:14])=[C:3]([F:9])[CH:4]=[C:5]([F:8])[C:6]=1[F:7].[C:35]([O-:43])(=[O:42])[C@H:36]([CH2:38][C:39]([O-:41])=[O:40])[OH:37], predict the reactants needed to synthesize it. The reactants are: [CH:1]1[C:2]([CH2:10][C@@H:11]([NH2:28])[CH2:12][C:13]([N:15]2[CH2:27][C:19]3=[N:20][N:21]=[C:22]([C:23]([F:26])([F:25])[F:24])[N:18]3[CH2:17][CH2:16]2)=[O:14])=[C:3]([F:9])[CH:4]=[C:5]([F:8])[C:6]=1[F:7].C(OCC)(=O)C.[C:35]([OH:43])(=[O:42])[C@H:36]([CH2:38][C:39]([OH:41])=[O:40])[OH:37]. (2) Given the product [N:1]1[C:10]2[C:5](=[CH:6][CH:7]=[CH:8][CH:9]=2)[CH:4]=[CH:3][CH:2]=1, predict the reactants needed to synthesize it. The reactants are: [NH:1]1[C:10]2[C:5](=[CH:6][CH:7]=[CH:8][CH:9]=2)[CH:4]=[CH:3][C:2]1=O.O1CCOCC1.C([O-])(O)=O.[Na+]. (3) Given the product [O:1]1[C:5]2[CH:6]=[CH:7][C:8]([C:10]3[O:14][CH:13]=[N:12][C:11]=3[C:8]3[CH:9]=[CH:4][CH:5]=[CH:6][N:17]=3)=[CH:9][C:4]=2[O:3][CH2:2]1, predict the reactants needed to synthesize it. The reactants are: [O:1]1[C:5]2[CH:6]=[CH:7][C:8]([C:10]3[O:14][CH:13]=[N:12][C:11]=3Br)=[CH:9][C:4]=2[O:3][CH2:2]1.[Cl-].[NH4+:17].